This data is from Forward reaction prediction with 1.9M reactions from USPTO patents (1976-2016). The task is: Predict the product of the given reaction. (1) Given the reactants [Cl:1][C:2]1[C:3]([O:16]C(OC)=O)=[C:4]([CH:9]=[CH:10][C:11]=1[C:12]([F:15])([F:14])[F:13])[C:5]([O:7][CH3:8])=[O:6].C(=O)([O-])[O-].[K+].[K+], predict the reaction product. The product is: [Cl:1][C:2]1[C:3]([OH:16])=[C:4]([CH:9]=[CH:10][C:11]=1[C:12]([F:14])([F:15])[F:13])[C:5]([O:7][CH3:8])=[O:6]. (2) Given the reactants [F:1][CH2:2][C:3]1[N:4]=[CH:5][C:6]([C:9]([O:11]C)=[O:10])=[N:7][CH:8]=1.O.O.[OH-].[Li+].CCOCC, predict the reaction product. The product is: [F:1][CH2:2][C:3]1[N:4]=[CH:5][C:6]([C:9]([OH:11])=[O:10])=[N:7][CH:8]=1.